The task is: Predict the reactants needed to synthesize the given product.. This data is from Full USPTO retrosynthesis dataset with 1.9M reactions from patents (1976-2016). Given the product [C:10]1([C:35]2[CH:40]=[CH:39][CH:38]=[CH:37][CH:36]=2)[CH:15]=[CH:14][CH:13]=[C:12]([C:16]2[N:20]([CH3:21])[N:19]=[C:18]([C:22]([N:24]3[CH2:28][CH2:27][CH:26]([N:29]([CH2:32][CH3:33])[CH2:30][CH3:31])[CH2:25]3)=[O:23])[C:17]=2[CH3:34])[CH:11]=1, predict the reactants needed to synthesize it. The reactants are: [O-]P([O-])([O-])=O.[K+].[K+].[K+].Br[C:10]1[CH:11]=[C:12]([C:16]2[N:20]([CH3:21])[N:19]=[C:18]([C:22]([N:24]3[CH2:28][CH2:27][CH:26]([N:29]([CH2:32][CH3:33])[CH2:30][CH3:31])[CH2:25]3)=[O:23])[C:17]=2[CH3:34])[CH:13]=[CH:14][CH:15]=1.[C:35]1(B(O)O)[CH:40]=[CH:39][CH:38]=[CH:37][CH:36]=1.